Predict which catalyst facilitates the given reaction. From a dataset of Catalyst prediction with 721,799 reactions and 888 catalyst types from USPTO. (1) Reactant: [H-].[Na+].[I-].[CH3:4][S+](C)(C)=O.[F:9][C:10]1[CH:15]=[CH:14][CH:13]=[C:12]([O:16][CH3:17])[C:11]=1/[CH:18]=[CH:19]/[C:20]([N:22]([O:24][CH3:25])[CH3:23])=[O:21]. Product: [F:9][C:10]1[CH:15]=[CH:14][CH:13]=[C:12]([O:16][CH3:17])[C:11]=1[C@@H:18]1[CH2:4][C@H:19]1[C:20]([N:22]([O:24][CH3:25])[CH3:23])=[O:21]. The catalyst class is: 16. (2) Reactant: [C:1]([O:5][C:6](=[O:38])[CH2:7][O:8][C:9]1[C:14]2[CH2:15][CH2:16][CH2:17][CH2:18][CH:19]([NH:20][S:21]([C:24]3[CH:29]=[C:28]([C:30]([F:33])([F:32])[F:31])[CH:27]=[C:26]([S:34]([CH3:37])(=[O:36])=[O:35])[CH:25]=3)(=[O:23])=[O:22])[C:13]=2[CH:12]=[CH:11][CH:10]=1)([CH3:4])([CH3:3])[CH3:2].CI.[C:41]([O-])([O-])=O.[K+].[K+]. Product: [C:1]([O:5][C:6](=[O:38])[CH2:7][O:8][C:9]1[C:14]2[CH2:15][CH2:16][CH2:17][CH2:18][CH:19]([N:20]([S:21]([C:24]3[CH:29]=[C:28]([C:30]([F:33])([F:32])[F:31])[CH:27]=[C:26]([S:34]([CH3:37])(=[O:36])=[O:35])[CH:25]=3)(=[O:22])=[O:23])[CH3:41])[C:13]=2[CH:12]=[CH:11][CH:10]=1)([CH3:4])([CH3:3])[CH3:2]. The catalyst class is: 3.